From a dataset of Full USPTO retrosynthesis dataset with 1.9M reactions from patents (1976-2016). Predict the reactants needed to synthesize the given product. (1) Given the product [C:1]([O:5][C:6]([N:8]1[C:16]2[C:11](=[CH:12][CH:13]=[CH:14][C:15]=2[N:17]2[CH2:22][CH2:21][N:20]([C:23]([O:25][C:26]([CH3:28])([CH3:29])[CH3:27])=[O:24])[CH2:19][CH2:18]2)[C:10]([CH2:30][C:31]2[CH:32]=[CH:33][CH:34]=[CH:35][CH:36]=2)=[C:9]1[S:50][CH3:49])=[O:7])([CH3:2])([CH3:3])[CH3:4], predict the reactants needed to synthesize it. The reactants are: [C:1]([O:5][C:6]([N:8]1[C:16]2[C:11](=[CH:12][CH:13]=[CH:14][C:15]=2[N:17]2[CH2:22][CH2:21][N:20]([C:23]([O:25][C:26]([CH3:29])([CH3:28])[CH3:27])=[O:24])[CH2:19][CH2:18]2)[C:10]([CH2:30][C:31]2[CH:36]=[CH:35][CH:34]=[CH:33][CH:32]=2)=[CH:9]1)=[O:7])([CH3:4])([CH3:3])[CH3:2].N[C@H](C(O)=O)C[SeH].[Li]CCCC.[CH3:49][S:50]C.O. (2) Given the product [C:9]([O:13][C:14](=[O:20])[NH:15][C@H:16]([CH3:17])[CH2:19][O:8][C:5]1[CH:6]=[CH:7][C:2]([Br:1])=[CH:3][CH:4]=1)([CH3:12])([CH3:11])[CH3:10], predict the reactants needed to synthesize it. The reactants are: [Br:1][C:2]1[CH:7]=[CH:6][C:5]([OH:8])=[CH:4][CH:3]=1.[C:9]([O:13][C:14](=[O:20])[NH:15][C@H:16]([CH3:19])[CH2:17]O)([CH3:12])([CH3:11])[CH3:10].C1(P(C2C=CC=CC=2)C2C=CC=CC=2)C=CC=CC=1.N(C(OC(C)(C)C)=O)=NC(OC(C)(C)C)=O. (3) Given the product [Cl:9][CH2:10][C:11]([C:20]1[CH:19]=[C:18]2[C:23](=[CH:22][CH:21]=1)[N:15]([CH3:14])[C:16](=[O:24])[CH2:17]2)=[O:12], predict the reactants needed to synthesize it. The reactants are: N#N.[OH-].[Na+].[Cl-].[Al+3].[Cl-].[Cl-].[Cl:9][CH2:10][C:11](Cl)=[O:12].[CH3:14][N:15]1[C:23]2[C:18](=[CH:19][CH:20]=[CH:21][CH:22]=2)[CH2:17][C:16]1=[O:24]. (4) Given the product [CH:42]1([CH2:48][NH:49][C:15]([C:12]2[CH:11]=[C:10]([C:6]3[CH:5]=[C:4]4[C:9](=[CH:8][CH:7]=3)[NH:1][N:2]=[CH:3]4)[O:14][N:13]=2)=[O:17])[CH2:47][CH2:46][CH2:45][CH2:44][CH2:43]1, predict the reactants needed to synthesize it. The reactants are: [NH:1]1[C:9]2[C:4](=[CH:5][C:6]([C:10]3[O:14][N:13]=[C:12]([C:15]([OH:17])=O)[CH:11]=3)=[CH:7][CH:8]=2)[CH:3]=[N:2]1.CN(C(ON1N=NC2C=CC=NC1=2)=[N+](C)C)C.F[P-](F)(F)(F)(F)F.[CH:42]1([CH2:48][NH2:49])[CH2:47][CH2:46][CH2:45][CH2:44][CH2:43]1.C(N(C(C)C)CC)(C)C. (5) Given the product [Cl:1][C:2]1[N:7]=[C:6]2[N:8]=[C:17]([CH2:16][N:10]3[CH2:15][CH2:14][O:13][CH2:12][CH2:11]3)[NH:9][C:5]2=[CH:4][CH:3]=1, predict the reactants needed to synthesize it. The reactants are: [Cl:1][C:2]1[N:7]=[C:6]([NH2:8])[C:5]([NH2:9])=[CH:4][CH:3]=1.[N:10]1([CH2:16][C:17](O)=O)[CH2:15][CH2:14][O:13][CH2:12][CH2:11]1. (6) Given the product [Br:1][C:2]1[CH:3]=[N:4][CH:5]=[CH:6][C:7]=1[CH2:8][CH:9]1[CH2:17][C:16]2[C:11](=[CH:12][C:13]([CH3:19])=[C:14]([CH3:18])[CH:15]=2)[C:10]1=[O:20], predict the reactants needed to synthesize it. The reactants are: [Br:1][C:2]1[CH:3]=[N:4][CH:5]=[CH:6][C:7]=1/[CH:8]=[C:9]1/[C:10](=[O:20])[C:11]2[C:16]([CH2:17]/1)=[CH:15][C:14]([CH3:18])=[C:13]([CH3:19])[CH:12]=2. (7) The reactants are: [F:1][C:2]1[CH:7]=[CH:6][CH:5]=[CH:4][C:3]=1[N:8]1[C:12]([C:13]2[CH:18]=[CH:17][N:16]=[CH:15][CH:14]=2)=[C:11]([C:19](OCC)=[O:20])[N:10]=[N:9]1.O[N:25]=[C:26]([C:28]1[CH:33]=[N:32][CH:31]=[CH:30][N:29]=1)[NH2:27]. Given the product [F:1][C:2]1[CH:7]=[CH:6][CH:5]=[CH:4][C:3]=1[N:8]1[C:12]([C:13]2[CH:18]=[CH:17][N:16]=[CH:15][CH:14]=2)=[C:11]([C:19]2[O:20][N:27]=[C:26]([C:28]3[CH:33]=[N:32][CH:31]=[CH:30][N:29]=3)[N:25]=2)[N:10]=[N:9]1, predict the reactants needed to synthesize it.